Dataset: Forward reaction prediction with 1.9M reactions from USPTO patents (1976-2016). Task: Predict the product of the given reaction. Given the reactants [CH2:1]([O:3][C:4]([C:6]1[C:11](=[O:12])[NH:10][C:9]2[N:13]([CH:16]([CH3:18])[CH3:17])[N:14]=[CH:15][C:8]=2[C:7]=1[N:19]1[CH2:24][CH2:23][O:22][CH2:21][CH2:20]1)=[O:5])[CH3:2].C(C1C=C(C)C=C(C(C)(C)C)N=1)(C)(C)C.[O:40](S(C(F)(F)F)(=O)=O)[S:41]([C:44]([F:47])([F:46])[F:45])(=O)=[O:42].C([O-])(O)=O.[Na+], predict the reaction product. The product is: [CH2:1]([O:3][C:4]([C:6]1[C:7]([N:19]2[CH2:24][CH2:23][O:22][CH2:21][CH2:20]2)=[C:8]2[CH:15]=[N:14][N:13]([CH:16]([CH3:18])[CH3:17])[C:9]2=[N:10][C:11]=1[O:12][S:41]([C:44]([F:47])([F:46])[F:45])(=[O:42])=[O:40])=[O:5])[CH3:2].